From a dataset of NCI-60 drug combinations with 297,098 pairs across 59 cell lines. Regression. Given two drug SMILES strings and cell line genomic features, predict the synergy score measuring deviation from expected non-interaction effect. (1) Drug 1: C1CC(C1)(C(=O)O)C(=O)O.[NH2-].[NH2-].[Pt+2]. Drug 2: C1CN1C2=NC(=NC(=N2)N3CC3)N4CC4. Cell line: A498. Synergy scores: CSS=28.1, Synergy_ZIP=-5.45, Synergy_Bliss=-0.106, Synergy_Loewe=-26.7, Synergy_HSA=-0.729. (2) Drug 1: CC1OCC2C(O1)C(C(C(O2)OC3C4COC(=O)C4C(C5=CC6=C(C=C35)OCO6)C7=CC(=C(C(=C7)OC)O)OC)O)O. Drug 2: C(=O)(N)NO. Cell line: SNB-19. Synergy scores: CSS=28.8, Synergy_ZIP=-0.373, Synergy_Bliss=-2.38, Synergy_Loewe=-35.0, Synergy_HSA=-1.34. (3) Synergy scores: CSS=5.06, Synergy_ZIP=-1.78, Synergy_Bliss=-0.640, Synergy_Loewe=-3.24, Synergy_HSA=-1.36. Cell line: EKVX. Drug 1: CC1=C2C(C(=O)C3(C(CC4C(C3C(C(C2(C)C)(CC1OC(=O)C(C(C5=CC=CC=C5)NC(=O)OC(C)(C)C)O)O)OC(=O)C6=CC=CC=C6)(CO4)OC(=O)C)O)C)O. Drug 2: CN(CC1=CN=C2C(=N1)C(=NC(=N2)N)N)C3=CC=C(C=C3)C(=O)NC(CCC(=O)O)C(=O)O. (4) Drug 1: CC(C)NC(=O)C1=CC=C(C=C1)CNNC.Cl. Drug 2: CC1C(C(CC(O1)OC2CC(CC3=C2C(=C4C(=C3O)C(=O)C5=C(C4=O)C(=CC=C5)OC)O)(C(=O)CO)O)N)O.Cl. Cell line: MOLT-4. Synergy scores: CSS=45.4, Synergy_ZIP=-0.614, Synergy_Bliss=-3.31, Synergy_Loewe=-22.3, Synergy_HSA=-2.41. (5) Cell line: HT29. Drug 2: C1CN(P(=O)(OC1)NCCCl)CCCl. Drug 1: CS(=O)(=O)C1=CC(=C(C=C1)C(=O)NC2=CC(=C(C=C2)Cl)C3=CC=CC=N3)Cl. Synergy scores: CSS=6.66, Synergy_ZIP=-0.0832, Synergy_Bliss=4.83, Synergy_Loewe=-2.52, Synergy_HSA=0.911. (6) Drug 1: CC(CN1CC(=O)NC(=O)C1)N2CC(=O)NC(=O)C2. Drug 2: C1CCC(CC1)NC(=O)N(CCCl)N=O. Cell line: OVCAR-4. Synergy scores: CSS=16.0, Synergy_ZIP=-3.46, Synergy_Bliss=0.749, Synergy_Loewe=1.34, Synergy_HSA=2.60.